Binary Classification. Given a miRNA mature sequence and a target amino acid sequence, predict their likelihood of interaction. From a dataset of Experimentally validated miRNA-target interactions with 360,000+ pairs, plus equal number of negative samples. (1) The miRNA is mmu-miR-10b-5p with sequence UACCCUGUAGAACCGAAUUUGUG. The protein sequence of the target gene is MKMEEMSLSGLDNSKLEAIAQEIYADLVEDSCLGFCFEVHRAVKCGYFFLDDTDPDSMKDFEIVDQPGLDIFGQVFNQWKSKECVCPNCSRSIAASRFAPHLEKCLGMGRNSSRIANRRIANSNNMNKSESDQEDNDDINDNDWSYGSEKKAKKRKSDKNPNSPRRSKSLKHKNGELSNSDPFKYSNSTGISYETLGPEELRSLLTTQCGVISEHTKKMCTRSLRCPQHTDEQRRTVRIYFLGPSAVLPEVESSLDNDGFDMTDSQALISRLQWDGSSDLSPSDSGSSKTSENQGWGLGT.... Result: 0 (no interaction). (2) The miRNA is hsa-miR-1270 with sequence CUGGAGAUAUGGAAGAGCUGUGU. The protein sequence of the target gene is MKSRFSTIDLRAVLAELNASLLGMRVNNVYDVDNKTYLIRLQKPDFKATLLLESGIRIHTTEFEWPKNMMPSSFAMKCRKHLKSRRLVSAKQLGVDRIVDFQFGSDEAAYHLIIELYDRGNIVLTDYEYVILNILRFRTDEADDVKFAVRERYPLDHARAAEPLLTLERLTEIVASAPKGELLKRVLNPLLPYGPALIEHCLLENGFSGNVKVDEKLETKDIEKVLVSLQKAEDYMKTTSNFSGKGYIIQKREIKPSLEADKPVEDILTYEEFHPFLFSQHSQCPYIEFESFDKAVDEFY.... Result: 0 (no interaction). (3) The miRNA is rno-miR-30e-5p with sequence UGUAAACAUCCUUGACUGGAAG. The protein sequence of the target gene is MSIFTPTNQIRLTNVAVVRMKRAGKRFEIACYKNKVVGWRSGVEKDLDEVLQTHSVFVNVSKGQVAKKEDLISAFGTDDQTEICKQILTKGEVQVSDKERHTQLEQMFRDIATIVADKCVNPETKRPYTVILIERAMKDIHYSVKTNKSTKQQALEVIKQLKEKMKIERAHMRLRFILPVNEGKKLKEKLKPLIKVIESEDYGQQLEIVCLIDPGCFREIDELIKKETKGKGSLEVLNLKDVEEGDEKFE. Result: 0 (no interaction). (4) Result: 1 (interaction). The protein sequence of the target gene is MELYFGEYQHVQQEYGVHLRLASDDTQKSRSSQNSKAGSYGVSIRVQGIDGHPYIVLNNTERCLAGTSFSENGPPFPPPVINNLPLHSSNGSVPKENSEELQLPENPYAQPSPIRNLKQPLLHEGKNGVLDRKDGSVKPSHLLNFQRHPELLQPYDPEKNELNLQNHQPSESNWLKTLTEEGINNKKPWTCFPKPSNSQPTSPSLEDPAKSGVTAIRLCSSVVIEDPKKQTSVCVNVQSCTKERVGEEALFTSGRPLTAHSPHAHPETKKTRPDVLPFRRQDSAGPVLDGARSRRSSSSS.... The miRNA is hsa-miR-6779-5p with sequence CUGGGAGGGGCUGGGUUUGGC.